Dataset: Peptide-MHC class II binding affinity with 134,281 pairs from IEDB. Task: Regression. Given a peptide amino acid sequence and an MHC pseudo amino acid sequence, predict their binding affinity value. This is MHC class II binding data. The peptide sequence is ANLCVERVLDCRTAF. The MHC is DRB1_0404 with pseudo-sequence DRB1_0404. The binding affinity (normalized) is 0.187.